Dataset: Peptide-MHC class I binding affinity with 185,985 pairs from IEDB/IMGT. Task: Regression. Given a peptide amino acid sequence and an MHC pseudo amino acid sequence, predict their binding affinity value. This is MHC class I binding data. The peptide sequence is SFVTDLEKY. The MHC is HLA-B18:01 with pseudo-sequence HLA-B18:01. The binding affinity (normalized) is 0.0847.